This data is from Forward reaction prediction with 1.9M reactions from USPTO patents (1976-2016). The task is: Predict the product of the given reaction. Given the reactants [CH3:1][C:2]([O-])([CH3:4])[CH3:3].[K+].[OH2:7].[Li+].[I-].[I-].[CH3:11]N(C)C(=[NH2+])N(C)C.[C:19]([C:22]1[CH:27]=[CH:26][CH:25]=[CH:24][CH:23]=1)(=[O:21])[CH3:20], predict the reaction product. The product is: [OH:7][CH:1]([C:2]([CH3:4])([CH3:11])[CH3:3])[CH2:20][C:19]([C:22]1[CH:27]=[CH:26][CH:25]=[CH:24][CH:23]=1)=[O:21].